From a dataset of Forward reaction prediction with 1.9M reactions from USPTO patents (1976-2016). Predict the product of the given reaction. (1) Given the reactants [C:1]12([C:11]3[CH:12]=[C:13]([C:19]4[CH:20]=[C:21]([CH:24]=[CH:25][CH:26]=4)[CH:22]=O)[CH:14]=[C:15]([F:18])[C:16]=3[OH:17])[CH2:10][CH:5]3[CH2:6][CH:7]([CH2:9][CH:3]([CH2:4]3)[CH2:2]1)[CH2:8]2.[S:27]1[CH2:33][C:31](=[O:32])[NH:30][C:28]1=S.[NH:34]1[CH2:39][CH2:38][S:37][CH2:36][CH2:35]1, predict the reaction product. The product is: [C:1]12([C:11]3[C:16]([OH:17])=[C:15]([F:18])[CH:14]=[C:13]([C:19]4[CH:26]=[CH:25][CH:24]=[C:21]([CH:22]=[C:33]5[S:27][C:28]([N:34]6[CH2:39][CH2:38][S:37][CH2:36][CH2:35]6)=[N:30][C:31]5=[O:32])[CH:20]=4)[CH:12]=3)[CH2:8][CH:7]3[CH2:6][CH:5]([CH2:4][CH:3]([CH2:9]3)[CH2:2]1)[CH2:10]2. (2) Given the reactants F[C:2]1[CH:3]=[N:4][CH:5]=[CH:6][C:7]=1[C:8]1[O:9][C:10]2[CH:16]=[CH:15][C:14]([C:17]([F:20])([F:19])[F:18])=[CH:13][C:11]=2[N:12]=1.C(=O)([O-])[O-].[K+].[K+].CN(C=O)C.[F:32][C:33]([F:37])([F:36])[CH2:34][SH:35], predict the reaction product. The product is: [F:32][C:33]([F:37])([F:36])[CH2:34][S:35][C:2]1[CH:3]=[N:4][CH:5]=[CH:6][C:7]=1[C:8]1[O:9][C:10]2[CH:16]=[CH:15][C:14]([C:17]([F:20])([F:19])[F:18])=[CH:13][C:11]=2[N:12]=1.